This data is from Forward reaction prediction with 1.9M reactions from USPTO patents (1976-2016). The task is: Predict the product of the given reaction. (1) The product is: [OH:2][C:3]1[CH:4]=[C:5]([CH:23]=[C:24]([OH:28])[C:25]=1[OH:26])[C:6]([NH:8][C:9]1[S:10][C:11]([CH3:22])=[C:12]([C:14]2[CH:19]=[CH:18][C:17]([OH:20])=[CH:16][CH:15]=2)[N:13]=1)=[O:7]. Given the reactants C[O:2][C:3]1[CH:4]=[C:5]([CH:23]=[C:24]([O:28]C)[C:25]=1[O:26]C)[C:6]([NH:8][C:9]1[S:10][C:11]([CH3:22])=[C:12]([C:14]2[CH:19]=[CH:18][C:17]([O:20]C)=[CH:16][CH:15]=2)[N:13]=1)=[O:7].B(Br)(Br)Br, predict the reaction product. (2) The product is: [OH:8][CH2:9][CH:10]([CH2:11][OH:12])[C:13]([N:15]1[CH2:20][CH2:19][N:18]([C:21]2[CH:26]=[CH:25][C:24]([N:27]3[CH2:31][C@H:30]([CH2:32][O:33][C:34]4[CH:38]=[CH:37][O:36][N:35]=4)[O:29][C:28]3=[O:39])=[CH:23][C:22]=2[F:40])[CH2:17][CH2:16]1)=[O:14]. Given the reactants C1(C2[O:12][CH2:11][CH:10]([C:13]([N:15]3[CH2:20][CH2:19][N:18]([C:21]4[CH:26]=[CH:25][C:24]([N:27]5[CH2:31][C@H:30]([CH2:32][O:33][C:34]6[CH:38]=[CH:37][O:36][N:35]=6)[O:29][C:28]5=[O:39])=[CH:23][C:22]=4[F:40])[CH2:17][CH2:16]3)=[O:14])[CH2:9][O:8]2)C=CC=CC=1, predict the reaction product. (3) Given the reactants N1C=CC(CC(=O)C)=CC=1.FC1C=C(C=CC=1OC)C=O.[O:22]=[C:23]([CH2:38][C:39]1[CH:44]=[CH:43][N:42]=[CH:41][CH:40]=1)[CH2:24][CH:25]1[CH2:30][CH2:29][N:28]([C:31]([O:33][C:34]([CH3:37])([CH3:36])[CH3:35])=[O:32])[CH2:27][CH2:26]1.[F:45][C:46]1[CH:53]=[CH:52][C:49]([CH:50]=O)=[CH:48][CH:47]=1, predict the reaction product. The product is: [F:45][C:46]1[CH:53]=[CH:52][C:49]([CH:50]=[C:38]([C:39]2[CH:44]=[CH:43][N:42]=[CH:41][CH:40]=2)[C:23](=[O:22])[CH2:24][CH:25]2[CH2:30][CH2:29][N:28]([C:31]([O:33][C:34]([CH3:37])([CH3:35])[CH3:36])=[O:32])[CH2:27][CH2:26]2)=[CH:48][CH:47]=1. (4) The product is: [CH3:3][C:4]1([C:9]2[S:13][C:12]([CH2:14][N:15]3[CH:19]=[C:18]([NH2:20])[CH:17]=[N:16]3)=[N:11][CH:10]=2)[O:8][CH2:7][CH2:6][O:5]1. Given the reactants N#N.[CH3:3][C:4]1([C:9]2[S:13][C:12]([CH2:14][N:15]3[CH:19]=[C:18]([N+:20]([O-])=O)[CH:17]=[N:16]3)=[N:11][CH:10]=2)[O:8][CH2:7][CH2:6][O:5]1.[NH4+].[Cl-], predict the reaction product. (5) Given the reactants [F:1][C:2]([F:11])([F:10])[C:3](=[O:9])[C:4]([O:6][CH2:7][CH3:8])=[O:5].[CH2:12]([Mg]Br)[CH3:13].[NH4+].[Cl-], predict the reaction product. The product is: [CH2:7]([O:6][C:4](=[O:5])[C:3]([OH:9])([C:2]([F:10])([F:11])[F:1])[CH2:12][CH3:13])[CH3:8]. (6) Given the reactants [Cl:1][C:2]1[CH:3]=[C:4]([CH:7]=[CH:8][C:9]=1[O:10][CH2:11][CH2:12][CH2:13][F:14])[CH:5]=[O:6].[BH4-].[Na+].O, predict the reaction product. The product is: [Cl:1][C:2]1[CH:3]=[C:4]([CH2:5][OH:6])[CH:7]=[CH:8][C:9]=1[O:10][CH2:11][CH2:12][CH2:13][F:14]. (7) The product is: [C:1]1([C:7]2[O:8][C:9]3[CH:15]=[C:14]([C:16]([OH:18])=[O:17])[CH:13]=[CH:12][C:10]=3[N:11]=2)[CH:2]=[CH:3][CH:4]=[CH:5][CH:6]=1. Given the reactants [C:1]1([C:7]2[O:8][C:9]3[CH:15]=[C:14]([C:16]([O:18]C)=[O:17])[CH:13]=[CH:12][C:10]=3[N:11]=2)[CH:6]=[CH:5][CH:4]=[CH:3][CH:2]=1.[Li+].[OH-].O.Cl, predict the reaction product. (8) Given the reactants [CH2:1]([N:3]1[CH2:8][CH2:7][CH:6]([CH2:9][CH:10]2[CH2:15][CH2:14][N:13](C(OC(C)(C)C)=O)[CH2:12][CH2:11]2)[CH2:5][CH2:4]1)[CH3:2], predict the reaction product. The product is: [CH2:1]([N:3]1[CH2:4][CH2:5][CH:6]([CH2:9][CH:10]2[CH2:15][CH2:14][NH:13][CH2:12][CH2:11]2)[CH2:7][CH2:8]1)[CH3:2].